This data is from Forward reaction prediction with 1.9M reactions from USPTO patents (1976-2016). The task is: Predict the product of the given reaction. (1) Given the reactants CC([C:5]1[C:18]2[N:19]=[C:20]([CH3:22])[S:21][C:17]=2[C:8]2[CH2:9][CH2:10][N:11](C([O-])=O)[CH2:12][CH2:13][C:7]=2[CH:6]=1)(C)C.C(O)(C(F)(F)F)=O, predict the reaction product. The product is: [CH3:22][C:20]1[S:21][C:17]2[C:18]([N:19]=1)=[CH:5][C:6]1[CH2:9][CH2:10][NH:11][CH2:12][CH2:13][C:7]=1[CH:8]=2. (2) Given the reactants C[O:2][C:3](=[O:17])[C:4]1[CH:9]=[CH:8][C:7]([C:10]([O:14][CH2:15][CH3:16])([CH3:13])[PH2:11]=[O:12])=[CH:6][CH:5]=1.[OH-].[Na+], predict the reaction product. The product is: [CH2:15]([O:14][C:10]([CH3:13])([PH2:11]=[O:12])[C:7]1[CH:8]=[CH:9][C:4]([C:3]([OH:17])=[O:2])=[CH:5][CH:6]=1)[CH3:16]. (3) Given the reactants [Br:1][C:2]1[CH:9]=[C:8]([N:10]2[C:14]([OH:15])=[CH:13][C:12]([CH3:16])=[N:11]2)[CH:7]=[CH:6][C:3]=1[C:4]#[N:5].[O-]CC.[Mg+2].[O-]CC.[CH3:24][C:25]([CH3:30])=[CH:26][C:27](Cl)=[O:28], predict the reaction product. The product is: [Br:1][C:2]1[CH:9]=[C:8]([N:10]2[C:14]([OH:15])=[C:13]([C:27](=[O:28])[CH:26]=[C:25]([CH3:30])[CH3:24])[C:12]([CH3:16])=[N:11]2)[CH:7]=[CH:6][C:3]=1[C:4]#[N:5]. (4) The product is: [C:6]1([O:23][C:17](=[O:18])[NH:16][CH3:15])[CH:5]=[CH:4][CH:3]=[CH:2][CH:14]=1. Given the reactants Br[C:2]1[CH:3]=[CH:4][C:5]2SC(NCCF)=N[C:6]=2[CH:14]=1.[CH3:15][N:16](C1C=CC(B2OC(C)(C)C(C)(C)O2)=CC=1)[C:17](=[O:23])[O:18]C(C)(C)C.C([O-])([O-])=O.[Na+].[Na+], predict the reaction product.